This data is from Full USPTO retrosynthesis dataset with 1.9M reactions from patents (1976-2016). The task is: Predict the reactants needed to synthesize the given product. (1) Given the product [OH:18][C:11]1[C:12]([C:13]([O:15][CH2:16][CH3:17])=[O:14])=[C:1]([CH3:2])[C:4]2[C:9](=[CH:8][C:7]([C:19]([F:22])([F:21])[F:20])=[CH:6][N:5]=2)[N:10]=1, predict the reactants needed to synthesize it. The reactants are: [C:1]([C:4]1[C:9]([NH:10][C:11](=[O:18])[CH2:12][C:13]([O:15][CH2:16][CH3:17])=[O:14])=[CH:8][C:7]([C:19]([F:22])([F:21])[F:20])=[CH:6][N:5]=1)(=O)[CH3:2].[H-].[Na+]. (2) Given the product [O:3]1[C:7]2[CH:8]=[CH:9][CH:10]=[C:11]([CH:12]3[CH2:17][CH2:16][N:15]([CH2:18][CH2:19][C@H:20]4[CH2:21][CH2:22][C@H:23]([NH:26][C:32](=[O:33])[C:31]5[CH:35]=[CH:36][C:28]([CH3:27])=[N:29][CH:30]=5)[CH2:24][CH2:25]4)[CH2:14][CH2:13]3)[C:6]=2[CH2:5][CH2:4]1, predict the reactants needed to synthesize it. The reactants are: Cl.Cl.[O:3]1[C:7]2[CH:8]=[CH:9][CH:10]=[C:11]([CH:12]3[CH2:17][CH2:16][N:15]([CH2:18][CH2:19][C@H:20]4[CH2:25][CH2:24][C@H:23]([NH2:26])[CH2:22][CH2:21]4)[CH2:14][CH2:13]3)[C:6]=2[CH2:5][CH2:4]1.[CH3:27][C:28]1[CH:36]=[CH:35][C:31]([C:32](O)=[O:33])=[CH:30][N:29]=1. (3) The reactants are: Br[CH2:2][CH2:3][C:4]([CH3:14])([S:10]([CH3:13])(=[O:12])=[O:11])[C:5]([O:7][CH2:8][CH3:9])=[O:6].[I:15][C:16]1[CH:21]=[CH:20][NH:19][C:18](=[O:22])[C:17]=1[CH3:23].C(=O)([O-])[O-].[Cs+].[Cs+]. Given the product [I:15][C:16]1[CH:21]=[CH:20][N:19]([CH2:2][CH2:3][C:4]([CH3:14])([S:10]([CH3:13])(=[O:12])=[O:11])[C:5]([O:7][CH2:8][CH3:9])=[O:6])[C:18](=[O:22])[C:17]=1[CH3:23], predict the reactants needed to synthesize it. (4) Given the product [Br:1][C:2]1[C:3]([F:21])=[CH:4][C:5]2[CH:11]3[CH2:10][CH:9]([CH2:12]3)[N:8]3[C:13]([CH2:25][C:24]4[CH:27]=[CH:28][CH:29]=[CH:30][C:23]=4[Cl:22])=[C:14]([C:16]([O:18][CH3:19])=[O:17])[N:15]=[C:7]3[C:6]=2[CH:20]=1, predict the reactants needed to synthesize it. The reactants are: [Br:1][C:2]1[C:3]([F:21])=[CH:4][C:5]2[CH:11]3[CH2:12][CH:9]([CH2:10]3)[N:8]3[CH:13]=[C:14]([C:16]([O:18][CH3:19])=[O:17])[N:15]=[C:7]3[C:6]=2[CH:20]=1.[Cl:22][C:23]1[CH:30]=[CH:29][CH:28]=[CH:27][C:24]=1[CH2:25]Br. (5) Given the product [NH2:10][C:11]1[CH:18]=[CH:17][C:16]([Cl:19])=[CH:15][C:12]=1[C:13]([C:5]1[CH:6]=[CH:7][C:2]([F:1])=[CH:3][CH:4]=1)=[O:23], predict the reactants needed to synthesize it. The reactants are: [F:1][C:2]1[CH:7]=[CH:6][C:5]([Mg]Br)=[CH:4][CH:3]=1.[NH2:10][C:11]1[CH:18]=[CH:17][C:16]([Cl:19])=[CH:15][C:12]=1[C:13]#N.C1C[O:23]CC1. (6) Given the product [CH2:12]([O:11][C:9](=[O:10])[CH2:8][C:7]1[NH:5][C:1](=[O:4])[CH:2]=[CH:3][C:14]=1[C:15]([O:17][CH2:18][CH3:19])=[O:16])[CH3:13], predict the reactants needed to synthesize it. The reactants are: [C:1]([NH2:5])(=[O:4])[C:2]#[CH:3].O=[C:7]([CH2:14][C:15]([O:17][CH2:18][CH3:19])=[O:16])[CH2:8][C:9]([O:11][CH2:12][CH3:13])=[O:10].C(=O)([O-])[O-].[Na+].[Na+].Cl. (7) Given the product [CH3:21][O:22][C:23](=[O:26])[CH2:24][NH:2][C:3]([CH3:11])([CH2:9][CH3:10])[CH2:4][C:5]([O:7][CH3:8])=[O:6], predict the reactants needed to synthesize it. The reactants are: Cl.[NH2:2][C:3]([CH3:11])([CH2:9][CH3:10])[CH2:4][C:5]([O:7][CH3:8])=[O:6].C(N(CC)C(C)C)(C)C.[CH3:21][O:22][C:23](=[O:26])[CH2:24]Br.